Task: Regression. Given a peptide amino acid sequence and an MHC pseudo amino acid sequence, predict their binding affinity value. This is MHC class I binding data.. Dataset: Peptide-MHC class I binding affinity with 185,985 pairs from IEDB/IMGT (1) The peptide sequence is GRNQFVDGL. The MHC is HLA-B27:05 with pseudo-sequence HLA-B27:05. The binding affinity (normalized) is 0.438. (2) The peptide sequence is GTDSNGMLW. The MHC is HLA-A29:02 with pseudo-sequence HLA-A29:02. The binding affinity (normalized) is 0.0847. (3) The peptide sequence is SLYPPCLFK. The MHC is HLA-A26:03 with pseudo-sequence HLA-A26:03. The binding affinity (normalized) is 0.0847. (4) The peptide sequence is RPMSASRPA. The MHC is HLA-A69:01 with pseudo-sequence HLA-A69:01. The binding affinity (normalized) is 0.505.